This data is from Experimentally validated miRNA-target interactions with 360,000+ pairs, plus equal number of negative samples. The task is: Binary Classification. Given a miRNA mature sequence and a target amino acid sequence, predict their likelihood of interaction. (1) The miRNA is hsa-miR-3119 with sequence UGGCUUUUAACUUUGAUGGC. The protein sequence of the target gene is MASEITYAEVKFKNESNSLHTYSESPAAPREKPIRDLRKPGSPSLLLTSLMLLLLLLAITFLVAFIIYFQKYSQLLEEKKAAKNIMHNELNCTKSVSPMEDKVWSCCPKDWRLFGSHCYLVPTVSSSASWNKSEENCSRMGAHLVVIQSQEEQDFITGILDTHAAYFIGLWDTGHRQWQWVDQTPYEESITFWHNGEPSSGNEKCATIIYRWKTGWGWNDISCSLKQKSVCQMKKINL. Result: 0 (no interaction). (2) The miRNA is hsa-miR-6747-5p with sequence AGGGGUGUGGAAAGAGGCAGAACA. The protein sequence of the target gene is MAEGSRIPQARALLQQCLHARLQIRPADGDVAAQWVEVQRGLVIYVCFFKGADKELLPKMVNTLLNVKLSETENGKHVSILDLPGNILIIPQATLGGRLKGRNMQYHSNSGKEEGFELYSQFVTLCEKEVAANSKCAEARVVVEHGTYGNRQVLKLDTNGPFTHLIEF. Result: 0 (no interaction). (3) Result: 0 (no interaction). The protein sequence of the target gene is MSTAEASATTADAAEAGGRTKTGSPRTIPVFGVAIPDGEMQGIFKPMDLNRIIKVLEEEDKDVSEEKQLNYIKKLIHCYQNGFPLRDLAQIFKILSLCAEKIEKQPCFVEPASDIIKLCGLPFLKKKVSDEITYTEDTANSFALLGELMKIPSSALRIQICKCIVDFYHAEPLKKHIPGYQQVSSSYKIKMVEVGGLAKAMVQSALLLENQLVEKLWVLKVLQHLSTSGVNCTLMVKAQAASGICAHLNDPDPSGQLLFRSSEVLWNLLEKSSKEEIIQQLSNLECLLALKEVFKNLFVR.... The miRNA is bmo-miR-281-3p with sequence ACUGUCAUGGAGUUGCUCUCUU. (4) The miRNA is hsa-miR-6513-3p with sequence UCAAGUGUCAUCUGUCCCUAG. The protein sequence of the target gene is MAFRQALQLAACGLAGGSAAVLFSAVAVGKPRGGGDADTRATEPPAWTGARAGRGVWDTNWDRREPLSLINLKKRNVESGEDELTSRLDHYKAKATRHIFLIRHSQYHVDGSLEKDRTLTPLGREQAELTGLRLASLGLKFNKIVHSSMTRAVETTDIISKHLPGVSRVSTDLLREGAPIEPDPPVSHWKPEAVQYYEDGARIEAAFRNYIHRADARQEEDSYEIFICHANVIRYIVCRALQFPPEGWLRLSLNNGSITHLVIRPNGRVALRTLGDTGFMPPDKITRS. Result: 0 (no interaction).